From a dataset of Experimentally validated miRNA-target interactions with 360,000+ pairs, plus equal number of negative samples. Binary Classification. Given a miRNA mature sequence and a target amino acid sequence, predict their likelihood of interaction. (1) The miRNA is hsa-miR-3659 with sequence UGAGUGUUGUCUACGAGGGCA. The protein sequence of the target gene is MMNHTTSEYYDYEYDHEHYSDLPDVPVDCPAGTCFTSDVYLIVLLVLYAAVFLVGVPGNTLVAWVTWKESRHRLGASWFLHLTMADLLCCVSLPFLAVPIAQKGHWPYGAAGCWLLSSITILSMYASVLLLTGLSGDLFLLAFRPSWKGADHRTFGVRVVQASSWMLGLLLTVPSAVYRRLLQEHYPPRLVCGIDYGGSVSAEVAITTVRFLFGFLGPLVFMAGCHGILQRQMARRHWPLGTAVVVGFFICWTPYHVLRVIIAAAPPHSLLLARVLEAEPLFNGLALAHSALNPIMFLYF.... Result: 0 (no interaction). (2) The miRNA is hsa-miR-145-5p with sequence GUCCAGUUUUCCCAGGAAUCCCU. The protein sequence of the target gene is MARENGESSSSWKKQAEDIKKIFEFKETLGTGAFSEVVLAEEKATGKLFAVKCIPKKALKGKESSIENEIAVLRKIKHENIVALEDIYESPNHLYLVMQLVSGGELFDRIVEKGFYTEKDASTLIRQVLDAVYYLHRMGIVHRDLKPENLLYYSQDEESKIMISDFGLSKMEGKGDVMSTACGTPGYVAPEVLAQKPYSKAVDCWSIGVIAYILLCGYPPFYDENDSKLFEQILKAEYEFDSPYWDDISDSAKDFIRNLMEKDPNKRYTCEQAARHPWIAGDTALNKNIHESVSAQIRKN.... Result: 1 (interaction). (3) The miRNA is hsa-miR-3151-5p with sequence GGUGGGGCAAUGGGAUCAGGU. The protein sequence of the target gene is MATIEEIAHQIIDQQMGEIVTEQQTGQKIQIVTALDHSTQGKQFILANHEGSTPGKVFLTTPDAAGVNQLFFTSPDLSAPHLQLLTEKSPDQGPNKVFDLCVVCGDKASGRHYGAITCEGCKGFFKRSIRKNLVYSCRGSKDCVINKHHRNRCQYCRLQRCIAFGMKQDSVQCERKPIEVSREKSSNCAASTEKIYIRKDLRSPLAATPTFVTDSETARSAGLLDSGMFVNIHPSGIKTEPAMLMAPDKAESCQGDLSTLASVVTSLANLGKAKDLSHCGGDMPVVQSLRNGDTSFGAFH.... Result: 0 (no interaction). (4) The miRNA is hsa-miR-140-5p with sequence CAGUGGUUUUACCCUAUGGUAG. The protein sequence of the target gene is MAGLGASLHVWGWLMLGSCLLARAQLDSDGTITIEEQIVLVLKAKVQCELNITAQLQEGEGNCFPEWDGLICWPRGTVGKISAVPCPPYIYDFNHKGVAFRHCNPNGTWDFMHSLNKTWANYSDCLRFLQPDISIGKQEFFERLYVMYTVGYSISFGSLAVAILIIGYFRRLHCTRNYIHMHLFVSFMLRATSIFVKDRVVHAHIGVKELESLIMQDDPQNSIEATSVDKSQYIGCKIAVVMFIYFLATNYYWILVEGLYLHNLIFVAFFSDTKYLWGFILIGWGFPAAFVAAWAVARAT.... Result: 0 (no interaction). (5) The miRNA is hsa-miR-4503 with sequence UUUAAGCAGGAAAUAGAAUUUA. The protein sequence of the target gene is MCQETPPRPRAPSRWTPALLALLALGGAGLCHASSQPGYHARPSARNKNWCAYIVNKNVSCTVQEGSESFIQAQYNCPWNQMPCPSALVYRVNFRPRFVTRYKIVTQLEWRCCPGFRGPDCQEGPKDHMKTPRPPSARPKNNLKKATDTDPSQVSQPKKTLSPTNAVEPGQVADAKQGPPELQQSKVQVLEEKVVRLTRMVLDLQSTVVGLKENLKHTIQDDGRKEPDSWLGPLHPQPTPDSPLAGDAEPSQLPGIPSSKESGMKDIKSELAEVKDTLKTKSDKLEELDGKVKGYEGQLK.... Result: 0 (no interaction). (6) The miRNA is rno-miR-21-3p with sequence CAACAGCAGUCGAUGGGCUGUC. The protein sequence of the target gene is MVLCFPLLLLLLVLWGPVCPLHAWPKRLTKAHWFEIQHIQPSPLQCNRAMSGINNYTQHCKHQNTFLHDSFQNVAAVCDLLSIVCKNRRHNCHQSSKPVNMTDCRLTSGKYPQCRYSAAAQYKFFIVACDPPQKSDPPYKLVPVHLDSIL. Result: 0 (no interaction). (7) The miRNA is rno-miR-22-5p with sequence AGUUCUUCAGUGGCAAGCUUUA. The protein sequence of the target gene is MVTKAFVLLAIFAEASAKSCAPNKADVILVFCYPKTIITKIPECPYGWEVHQLALGGLCYNGVHEGGYYQFVIPDLSPKNKSYCGTQSEYKPPIYHFYSHIVSNDTTVIVKNQPVNYSFSCTYHSTYLVNQAAFDQRVATVHVKNGSMGTFESQLSLNFYTNAKFSIKKEAPFVLEASEIGSDLFAGVEAKGLSIRFKVVLNSCWATPSADFMYPLQWQLINKGCPTDETVLVHENGRDHRATFQFNAFRFQNIPKLSKVWLHCETFICDSEKLSCPVTCDKRKRLLRDQTGGVLVVELS.... Result: 0 (no interaction). (8) The miRNA is mmu-miR-7231-3p with sequence CUUGCUUCUUUGUUUCCCCAGAA. The protein sequence of the target gene is MHLNGRCICPSDPQFVEEKGIRAEDLVIGALESAFQECDEVIGRELEASGQMGGCTALVAVSLQGKLYMANAGDSRAILVRRDEIRPLSFEFTPETERQRIQQLAFVYPELLAGEFTRLEFPRRLKGDDLGQKVLFRDHHMSGWSYKRVEKSDLKYPLIHGQGRQARLLGTLAVSRGLGDHQLRVLDTNIQLKPFLLSVPQVTVLDVDQLELQEDDVVVMATDGLWDVLSNEQVAWLVRSFLPGNQEDPHRYCSCWGPAWAWVGASSKPK. Result: 0 (no interaction). (9) The miRNA is hsa-miR-488-3p with sequence UUGAAAGGCUAUUUCUUGGUC. The protein sequence of the target gene is MTIGSMENVEVFTSEGKGRGLKATKEFWAADVIFAERAYSAVVFDSLINFVCHTCFKRQEKLHRCGQCKFAHYCDRTCQKDAWLNHKNECAAIKKYGKVPNENIRLAARIMWRVEREGTGLTEGCLVSVDDLQNHVEHFGEEEQKELRVDVDTFLQYWPPQSQQFSMQYISHIFGVINCNGFTLSDQRGLQAVGVGIFPNLGLVNHDCWPNCTVIFNNGNHEAVKSMFHTQMRIELRALGKISEGEELTVSYIDFLHLSEERRRQLKKQYYFDCSCEHCQKGLKDDLFLAAKEDPKPSQE.... Result: 0 (no interaction).